This data is from Catalyst prediction with 721,799 reactions and 888 catalyst types from USPTO. The task is: Predict which catalyst facilitates the given reaction. Reactant: [NH2:1][C@@H:2]([C:4]1[CH:9]=[CH:8][C:7]([C:10]2[CH:15]=[CH:14][C:13]([C@@H:16]([OH:26])[C@H:17]([NH:20][C:21](=[O:25])[CH:22]([Cl:24])[Cl:23])[CH2:18][F:19])=[CH:12][CH:11]=2)=[CH:6][CH:5]=1)[CH3:3].C(N(C(C)C)CC)(C)C.[CH3:36][S:37](Cl)(=[O:39])=[O:38]. Product: [Cl:23][CH:22]([Cl:24])[C:21]([NH:20][C@H:17]([CH2:18][F:19])[C@H:16]([OH:26])[C:13]1[CH:14]=[CH:15][C:10]([C:7]2[CH:8]=[CH:9][C:4]([C@H:2]([NH:1][S:37]([CH3:36])(=[O:39])=[O:38])[CH3:3])=[CH:5][CH:6]=2)=[CH:11][CH:12]=1)=[O:25]. The catalyst class is: 2.